Dataset: Catalyst prediction with 721,799 reactions and 888 catalyst types from USPTO. Task: Predict which catalyst facilitates the given reaction. (1) Reactant: [CH2:1]([NH:4][CH2:5][CH2:6][CH3:7])[CH2:2][CH3:3].Cl[C:9]1[CH:14]=[CH:13][C:12]([N+:15]([O-:17])=[O:16])=[CH:11][N:10]=1. Product: [N+:15]([C:12]1[CH:13]=[CH:14][C:9]([N:4]([CH2:5][CH2:6][CH3:7])[CH2:1][CH2:2][CH3:3])=[N:10][CH:11]=1)([O-:17])=[O:16]. The catalyst class is: 47. (2) Reactant: [Si:1]([O:8][CH2:9][C@@H:10]1[C@H:14]2[O:15][C:16]([CH3:19])([CH3:18])[O:17][C@H:13]2[C@H:12]([NH:20][C:21]2[CH:26]=[C:25]([Cl:27])[N:24]=[CH:23][N:22]=2)[CH2:11]1)([C:4]([CH3:7])([CH3:6])[CH3:5])([CH3:3])[CH3:2].[H-].[Na+].[CH3:30]I. Product: [Si:1]([O:8][CH2:9][C@@H:10]1[C@H:14]2[O:15][C:16]([CH3:18])([CH3:19])[O:17][C@H:13]2[C@H:12]([N:20]([CH3:30])[C:21]2[CH:26]=[C:25]([Cl:27])[N:24]=[CH:23][N:22]=2)[CH2:11]1)([C:4]([CH3:5])([CH3:6])[CH3:7])([CH3:2])[CH3:3]. The catalyst class is: 118. (3) Reactant: C(O)C.[CH3:4][O:5][C:6]1[C:7]([N+:14]([O-])=O)=[C:8]([CH:11]=[CH:12][CH:13]=1)[CH:9]=[O:10]. Product: [NH2:14][C:7]1[C:6]([O:5][CH3:4])=[CH:13][CH:12]=[CH:11][C:8]=1[CH:9]=[O:10]. The catalyst class is: 770. (4) Reactant: [O:1]=[C:2]1[C:11]2[CH:12]=[CH:13][S:14][C:10]=2[C:9]2[CH:8]=[CH:7][C:6]([C:15]#[N:16])=[CH:5][C:4]=2[NH:3]1.[N-:17]=[N+:18]=[N-:19].[Na+].[Cl-].[NH4+].Cl. Product: [NH:17]1[C:15]([C:6]2[CH:7]=[CH:8][C:9]3[C:10]4[S:14][CH:13]=[CH:12][C:11]=4[C:2](=[O:1])[NH:3][C:4]=3[CH:5]=2)=[N:16][N:19]=[N:18]1. The catalyst class is: 18. (5) Reactant: [F:1][C:2]1[CH:7]=[C:6]([C:8]([F:11])([F:10])[F:9])[CH:5]=[CH:4][C:3]=1[C:12]1[N:17]=[CH:16][N:15]=[C:14]([NH:18][C:19]2[CH:24]=[CH:23][C:22]([O:25][CH3:26])=[CH:21][CH:20]=2)[C:13]=1[NH2:27].[C:28]1(C)C=CC(S(O)(=O)=O)=CC=1.C(OC)(OC)OC. The catalyst class is: 7. Product: [F:1][C:2]1[CH:7]=[C:6]([C:8]([F:9])([F:10])[F:11])[CH:5]=[CH:4][C:3]=1[C:12]1[N:17]=[CH:16][N:15]=[C:14]2[C:13]=1[N:27]=[CH:28][N:18]2[C:19]1[CH:24]=[CH:23][C:22]([O:25][CH3:26])=[CH:21][CH:20]=1. (6) Reactant: [CH:1]1([NH2:7])[CH2:6][CH2:5][CH2:4][CH2:3][CH2:2]1.CCN(C(C)C)C(C)C.[Br:17][C:18]1[CH:19]=[CH:20][C:21]([Cl:28])=[C:22]([S:24](Cl)(=[O:26])=[O:25])[CH:23]=1.Cl. Product: [Br:17][C:18]1[CH:19]=[CH:20][C:21]([Cl:28])=[C:22]([S:24]([NH:7][CH:1]2[CH2:6][CH2:5][CH2:4][CH2:3][CH2:2]2)(=[O:26])=[O:25])[CH:23]=1. The catalyst class is: 2. (7) Reactant: [Li]C(CC)C.CN(CCN(C)C)C.[Cl:14][C:15]1[CH:16]=[C:17]([CH:21]=[CH:22][C:23]=1[F:24])[C:18]([OH:20])=[O:19].[Cl:25]C(Cl)(Cl)C(Cl)(Cl)Cl. Product: [Cl:25][C:16]1[C:15]([Cl:14])=[C:23]([F:24])[CH:22]=[CH:21][C:17]=1[C:18]([OH:20])=[O:19]. The catalyst class is: 30.